From a dataset of Reaction yield outcomes from USPTO patents with 853,638 reactions. Predict the reaction yield, written as a fraction of the theoretical maximum amount of product (1.0 means a 100% yield; for example, 0.34 means a 34% yield). (1) The reactants are C1C(=O)N([Br:8])C(=O)C1.C1(P(C2C=CC=CC=2)C2C=CC=CC=2)C=CC=CC=1.N1C=CC=CC=1.[C:34]([O:38][C:39]([NH:41][C@H:42]([C:46]([O:48][CH:49]1[CH2:53][CH2:52][CH2:51][CH2:50]1)=[O:47])[CH2:43][CH2:44]O)=[O:40])([CH3:37])([CH3:36])[CH3:35]. The catalyst is C(Cl)Cl. The product is [Br:8][CH2:44][CH2:43][C@H:42]([NH:41][C:39]([O:38][C:34]([CH3:37])([CH3:36])[CH3:35])=[O:40])[C:46]([O:48][CH:49]1[CH2:53][CH2:52][CH2:51][CH2:50]1)=[O:47]. The yield is 0.840. (2) The reactants are [CH:1]([O:4][C:5]1[CH:13]=[CH:12][C:11]([S:14]([CH3:17])(=[O:16])=[O:15])=[CH:10][C:6]=1[C:7]([OH:9])=O)([CH3:3])[CH3:2].Cl.[N:19]1([C:25]2[S:26][C:27]([C:30](=[O:33])[CH2:31][CH3:32])=[CH:28][N:29]=2)[CH2:24][CH2:23][NH:22][CH2:21][CH2:20]1. No catalyst specified. The product is [CH:1]([O:4][C:5]1[CH:13]=[CH:12][C:11]([S:14]([CH3:17])(=[O:16])=[O:15])=[CH:10][C:6]=1[C:7]([N:22]1[CH2:23][CH2:24][N:19]([C:25]2[S:26][C:27]([C:30](=[O:33])[CH2:31][CH3:32])=[CH:28][N:29]=2)[CH2:20][CH2:21]1)=[O:9])([CH3:2])[CH3:3]. The yield is 0.240. (3) The reactants are [CH3:1][C:2]1[CH:7]2[C:8]([CH3:10])([CH3:9])[CH:5]([CH2:6]2)[CH2:4][CH:3]=1.CCCCCCCCCCCC.NC(N)=[O:25].C(=O)(O)[O-].[Na+].OO. The catalyst is O.C(#N)C.S([O-])([O-])(=O)=O.[Mn+2]. The product is [CH3:9][C:8]1([CH3:10])[CH:7]2[C:2]3([CH3:1])[O:25][CH:3]3[CH2:4][CH:5]1[CH2:6]2. The yield is 0.850. (4) The reactants are [S:1]1[C:5]([C:6]23[CH2:13][N:12]([C:14]([O:16][C:17]([CH3:20])([CH3:19])[CH3:18])=[O:15])[CH2:11][CH:10]2[CH2:9][O:8][NH:7]3)=[CH:4][CH:3]=[N:2]1.C(O)(=O)C. The product is [NH2:7][C:6]1([C:5]2[S:1][N:2]=[CH:3][CH:4]=2)[CH:10]([CH2:9][OH:8])[CH2:11][N:12]([C:14]([O:16][C:17]([CH3:19])([CH3:20])[CH3:18])=[O:15])[CH2:13]1. The catalyst is C(OCC)(=O)C.[Zn]. The yield is 0.651. (5) The reactants are Br[C:2]1[CH:7]=[CH:6][C:5]([CH2:8][CH2:9][C:10]([N:12]2[CH2:17][CH2:16][O:15][CH2:14][CH2:13]2)=[O:11])=[CH:4][CH:3]=1.[C:18]([O:22][C:23]([N:25]1[CH2:30][CH2:29][NH:28][CH2:27][CH2:26]1)=[O:24])([CH3:21])([CH3:20])[CH3:19].CC(C)([O-])C.[Na+]. The catalyst is C1(C)C=CC=CC=1.C1C=CC(/C=C/C(/C=C/C2C=CC=CC=2)=O)=CC=1.C1C=CC(/C=C/C(/C=C/C2C=CC=CC=2)=O)=CC=1.C1C=CC(/C=C/C(/C=C/C2C=CC=CC=2)=O)=CC=1.[Pd].[Pd]. The product is [N:12]1([C:10](=[O:11])[CH2:9][CH2:8][C:5]2[CH:6]=[CH:7][C:2]([N:28]3[CH2:27][CH2:26][N:25]([C:23]([O:22][C:18]([CH3:21])([CH3:20])[CH3:19])=[O:24])[CH2:30][CH2:29]3)=[CH:3][CH:4]=2)[CH2:17][CH2:16][O:15][CH2:14][CH2:13]1. The yield is 0.590. (6) The reactants are CC1(C)C(C)(C)OB([C:9]2[CH2:10][CH2:11][N:12]([C:15]([O:17][C:18]([CH3:21])([CH3:20])[CH3:19])=[O:16])[CH2:13][CH:14]=2)O1.C([O-])([O-])=O.[K+].[K+].Br[C:30]1[CH:35]=[C:34]([N+:36]([O-:38])=[O:37])[CH:33]=[CH:32][C:31]=1[O:39][CH3:40].O. The catalyst is CN(C=O)C. The product is [CH3:40][O:39][C:31]1[CH:32]=[CH:33][C:34]([N+:36]([O-:38])=[O:37])=[CH:35][C:30]=1[C:9]1[CH2:10][CH2:11][N:12]([C:15]([O:17][C:18]([CH3:19])([CH3:20])[CH3:21])=[O:16])[CH2:13][CH:14]=1. The yield is 0.460. (7) The reactants are [Li+].CC([N-][CH:6]([CH3:8])[CH3:7])C.[CH2:9]([O:11][C:12](=[O:17])[CH2:13][CH2:14][CH:15]=[CH2:16])[CH3:10].Br[CH2:19]C(C)=C. The catalyst is C1COCC1. The product is [CH2:9]([O:11][C:12](=[O:17])[CH:13]([CH2:8][CH:6]=[CH2:7])[CH2:14][C:15]([CH3:19])=[CH2:16])[CH3:10]. The yield is 1.00. (8) The reactants are [CH2:1]([O:8][C:9]1[CH:10]=[N+:11]([O-])[CH:12]=[C:13]([Br:15])[CH:14]=1)[C:2]1[CH:7]=[CH:6][CH:5]=[CH:4][CH:3]=1.O=P(Cl)(Cl)[Cl:19]. No catalyst specified. The product is [CH2:1]([O:8][C:9]1[C:10]([Cl:19])=[N:11][CH:12]=[C:13]([Br:15])[CH:14]=1)[C:2]1[CH:7]=[CH:6][CH:5]=[CH:4][CH:3]=1. The yield is 0.400.